This data is from Forward reaction prediction with 1.9M reactions from USPTO patents (1976-2016). The task is: Predict the product of the given reaction. (1) Given the reactants [OH:1][C@@:2]([C@@:7]1([CH3:25])[O:12][CH2:11][CH2:10][N:9]([C:13]2[CH:17]=[CH:16][N:15]([C:18]3[CH:23]=[CH:22][N:21]=[N:20][CH:19]=3)[N:14]=2)[C:8]1=[O:24])([CH3:6])[C:3]([OH:5])=O.C1C=NC2N(O)N=NC=2C=1.[O:36]1[C:40]2[CH:41]=[C:42]([NH2:45])[CH:43]=[CH:44][C:39]=2[C:38]([NH2:46])=[N:37]1.C(Cl)CCl.CCN(C(C)C)C(C)C.C(O)(C(F)(F)F)=O, predict the reaction product. The product is: [NH2:46][C:38]1[C:39]2[CH:44]=[CH:43][C:42]([NH:45][C:3](=[O:5])[C@:2]([OH:1])([C@@:7]3([CH3:25])[O:12][CH2:11][CH2:10][N:9]([C:13]4[CH:17]=[CH:16][N:15]([C:18]5[CH:23]=[CH:22][N:21]=[N:20][CH:19]=5)[N:14]=4)[C:8]3=[O:24])[CH3:6])=[CH:41][C:40]=2[O:36][N:37]=1. (2) Given the reactants O=C1C2C(=CC=CC=2)C(=O)[N:3]1[CH2:12][C@H:13]1[O:18][CH2:17][CH2:16][N:15]([C:19]([O:21][C:22]([CH3:25])([CH3:24])[CH3:23])=[O:20])[CH2:14]1.O, predict the reaction product. The product is: [NH2:3][CH2:12][C@H:13]1[O:18][CH2:17][CH2:16][N:15]([C:19]([O:21][C:22]([CH3:25])([CH3:24])[CH3:23])=[O:20])[CH2:14]1. (3) Given the reactants [CH:1]1([NH:4][C:5]2[S:6][C:7]([C:10]([OH:12])=O)=[CH:8][N:9]=2)[CH2:3][CH2:2]1.CCN(CC)CC.[C:20]1([CH:26]2[CH2:31][CH2:30][NH:29][CH2:28][CH2:27]2)[CH:25]=[CH:24][CH:23]=[CH:22][CH:21]=1.C(P1(=O)OP(CCC)(=O)OP(CCC)(=O)O1)CC, predict the reaction product. The product is: [CH:1]1([NH:4][C:5]2[S:6][C:7]([C:10]([N:29]3[CH2:30][CH2:31][CH:26]([C:20]4[CH:25]=[CH:24][CH:23]=[CH:22][CH:21]=4)[CH2:27][CH2:28]3)=[O:12])=[CH:8][N:9]=2)[CH2:2][CH2:3]1. (4) Given the reactants [F:1][C:2]1[CH:30]=[CH:29][C:5]([CH2:6][N:7]2[C:15]3[C:10](=[CH:11][CH:12]=[CH:13][CH:14]=3)[C:9]3[CH2:16][C@@H:17](CO)[N:18]([C:20]([O:22][C:23]([CH3:26])([CH3:25])[CH3:24])=[O:21])[CH2:19][C:8]2=3)=[CH:4][CH:3]=1.CC[N:33]([CH2:36][CH3:37])[CH2:34]C.[C:38]([O:42][CH2:43][CH3:44])(=[O:41])C=C, predict the reaction product. The product is: [CH2:43]([O:42][C:38](=[O:41])[CH2:37][CH2:36][NH:33][CH2:34][CH:17]1[N:18]([C:20]([O:22][C:23]([CH3:25])([CH3:24])[CH3:26])=[O:21])[CH2:19][C:8]2[N:7]([CH2:6][C:5]3[CH:4]=[CH:3][C:2]([F:1])=[CH:30][CH:29]=3)[C:15]3[C:10]([C:9]=2[CH2:16]1)=[CH:11][CH:12]=[CH:13][CH:14]=3)[CH3:44]. (5) Given the reactants [Br:1][C:2]1[C:11]2[C:6](=[CH:7][CH:8]=[CH:9][CH:10]=2)[C:5]([CH3:12])=[CH:4][CH:3]=1.[N+]([O-])([O-])=[O:14].[Ce+3].[NH4+].[NH4+].[N+]([O-])([O-])=O.[N+]([O-])([O-])=O.[N+]([O-])([O-])=O.[N+]([O-])([O-])=O.O, predict the reaction product. The product is: [Br:1][C:2]1[C:11]2[C:6](=[CH:7][CH:8]=[CH:9][CH:10]=2)[C:5]([CH:12]=[O:14])=[CH:4][CH:3]=1. (6) Given the reactants [CH2:1]([NH:3][C:4]1[N:8]([CH2:9][CH2:10]O)[N:7]=[C:6]([C:12]2[CH:17]=[CH:16][C:15]([F:18])=[CH:14][CH:13]=2)[C:5]=1[C:19]1[CH:20]=[CH:21][C:22](=[O:32])[N:23]([C:25]2[CH:30]=[CH:29][CH:28]=[CH:27][C:26]=2[CH3:31])[N:24]=1)[CH3:2].N1C=CN=C1.C1(P(C2C=CC=CC=2)C2C=CC=CC=2)C=CC=CC=1.II, predict the reaction product. The product is: [CH2:1]([N:3]1[C:4]2[N:8]([N:7]=[C:6]([C:12]3[CH:13]=[CH:14][C:15]([F:18])=[CH:16][CH:17]=3)[C:5]=2[C:19]2[CH:20]=[CH:21][C:22](=[O:32])[N:23]([C:25]3[CH:30]=[CH:29][CH:28]=[CH:27][C:26]=3[CH3:31])[N:24]=2)[CH2:9][CH2:10]1)[CH3:2].